Dataset: Full USPTO retrosynthesis dataset with 1.9M reactions from patents (1976-2016). Task: Predict the reactants needed to synthesize the given product. (1) The reactants are: [Cl:1][C:2]1[CH:7]=[CH:6][C:5]([C:8]2[S:9][CH2:10][CH:11]([C:13]([OH:15])=O)[N:12]=2)=[CH:4][CH:3]=1.[NH2:16][C:17]1[CH:18]=[CH:19][C:20]([Cl:27])=[C:21]([C:23]([F:26])([F:25])[F:24])[CH:22]=1.CCN(C(C)C)C(C)C.C1CN([P+](Br)(N2CCCC2)N2CCCC2)CC1.F[P-](F)(F)(F)(F)F. Given the product [Cl:27][C:20]1[CH:19]=[CH:18][C:17]([NH:16][C:13]([CH:11]2[CH2:10][S:9][C:8]([C:5]3[CH:4]=[CH:3][C:2]([Cl:1])=[CH:7][CH:6]=3)=[N:12]2)=[O:15])=[CH:22][C:21]=1[C:23]([F:24])([F:25])[F:26], predict the reactants needed to synthesize it. (2) Given the product [F:9][C:10]([F:25])([F:26])[C:11]1[N:12]=[C:13]([C:21]([F:23])([F:24])[F:22])[C:3]2[CH:4]=[CH:5][C:6]([NH2:7])=[N:1][C:2]=2[N:8]=1, predict the reactants needed to synthesize it. The reactants are: [N:1]1[C:6]([NH2:7])=[CH:5][CH:4]=[CH:3][C:2]=1[NH2:8].[F:9][C:10]([F:26])([F:25])[C:11]1N=C(C(F)(F)F)N=[C:13]([C:21]([F:24])([F:23])[F:22])[N:12]=1. (3) Given the product [CH3:1][O:2][C:3]1[CH:4]=[C:5]([NH:15][C:16]2[N:21]=[C:20]([CH2:22][C:23]([NH2:36])=[O:25])[CH:19]=[C:18]([CH2:28][O:29][CH2:30][C:31]([F:33])([F:34])[F:32])[N:17]=2)[CH:6]=[CH:7][C:8]=1[N:9]1[CH:13]=[C:12]([CH3:14])[N:11]=[CH:10]1, predict the reactants needed to synthesize it. The reactants are: [CH3:1][O:2][C:3]1[CH:4]=[C:5]([NH:15][C:16]2[N:21]=[C:20]([CH2:22][C:23]([O:25]CC)=O)[CH:19]=[C:18]([CH2:28][O:29][CH2:30][C:31]([F:34])([F:33])[F:32])[N:17]=2)[CH:6]=[CH:7][C:8]=1[N:9]1[CH:13]=[C:12]([CH3:14])[N:11]=[CH:10]1.[C-]#[N:36].[K+].O. (4) Given the product [Br:1][C:2]1[CH:3]=[CH:4][C:5]2[N:6]([C:13]([CH:10]3[CH2:12][CH2:11]3)=[N:9][N:8]=2)[CH:7]=1, predict the reactants needed to synthesize it. The reactants are: [Br:1][C:2]1[CH:3]=[CH:4][C:5]([NH:8][NH2:9])=[N:6][CH:7]=1.[CH:10]1([C:13](Cl)=O)[CH2:12][CH2:11]1. (5) Given the product [N:13]([CH2:10][C@:8]([C:6]1[CH:7]=[C:2]([Br:1])[CH:3]=[CH:4][C:5]=1[F:12])([OH:9])[CH3:11])=[N+:14]=[N-:15], predict the reactants needed to synthesize it. The reactants are: [Br:1][C:2]1[CH:3]=[CH:4][C:5]([F:12])=[C:6]([C@@:8]2([CH3:11])[CH2:10][O:9]2)[CH:7]=1.[N-:13]=[N+:14]=[N-:15].[Na+].[NH4+].[Cl-].C1OCCOCCOCCOCCOCCOC1. (6) Given the product [N+:1]([C:4]1[CH:5]=[C:6]([CH:10]=[C:11]([C:13]([F:14])([F:15])[F:16])[CH:12]=1)[C:7]([O:9][CH3:17])=[O:8])([O-:3])=[O:2], predict the reactants needed to synthesize it. The reactants are: [N+:1]([C:4]1[CH:5]=[C:6]([CH:10]=[C:11]([C:13]([F:16])([F:15])[F:14])[CH:12]=1)[C:7]([OH:9])=[O:8])([O-:3])=[O:2].[C:17](=O)([O-])[O-].[K+].[K+].IC. (7) The reactants are: [CH2:1]([NH:3][C:4]([CH:6]1[C:14]2[C:9](=[CH:10][CH:11]=[CH:12][CH:13]=2)[CH2:8][NH:7]1)=[O:5])[CH3:2].[Cl:15][C:16]1[C:17]([OH:26])=[CH:18][C:19]([OH:25])=[C:20]([CH:24]=1)[C:21](O)=[O:22].CN1CCOCC1.Cl.CN(C)CCCN=C=NCC.ON1C2C=CC=CC=2N=N1. Given the product [Cl:15][C:16]1[C:17]([OH:26])=[CH:18][C:19]([OH:25])=[C:20]([CH:24]=1)[C:21]([N:7]1[CH2:8][C:9]2[C:14](=[CH:13][CH:12]=[CH:11][CH:10]=2)[CH:6]1[C:4]([NH:3][CH2:1][CH3:2])=[O:5])=[O:22], predict the reactants needed to synthesize it. (8) Given the product [Cl:1][C:2]1[CH:7]=[CH:6][C:5]([C:8]2[C:12]3[CH2:13][N:14]([S:17]([CH3:20])(=[O:19])=[O:18])[CH2:15][CH2:16][C:11]=3[N:10]([CH2:21][CH2:22][CH2:23][N:24]3[CH2:25][CH2:26][O:27][CH2:28][CH2:29]3)[N:9]=2)=[CH:4][C:3]=1[C:30]#[C:31][C:32]1[CH:41]=[C:40]2[C:35]([CH2:36][C@@H:37]([C:49]([OH:51])=[O:50])[N:38]([C:42]([O:44][C:45]([CH3:46])([CH3:47])[CH3:48])=[O:43])[CH2:39]2)=[CH:34][CH:33]=1, predict the reactants needed to synthesize it. The reactants are: [Cl:1][C:2]1[CH:7]=[CH:6][C:5]([C:8]2[C:12]3[CH2:13][N:14]([S:17]([CH3:20])(=[O:19])=[O:18])[CH2:15][CH2:16][C:11]=3[N:10]([CH2:21][CH2:22][CH2:23][N:24]3[CH2:29][CH2:28][O:27][CH2:26][CH2:25]3)[N:9]=2)=[CH:4][C:3]=1[C:30]#[C:31][C:32]1[CH:41]=[C:40]2[C:35]([CH2:36][C@@H:37]([C:49]([O:51]C)=[O:50])[N:38]([C:42]([O:44][C:45]([CH3:48])([CH3:47])[CH3:46])=[O:43])[CH2:39]2)=[CH:34][CH:33]=1.[OH-].[Na+].Cl. (9) Given the product [NH2:2][C:1]1[C:3]([C:10]([O:12][CH2:13][CH3:14])=[O:11])=[C:4]([O:25][CH2:19][CH2:18][OH:21])[NH:17][N:16]=1, predict the reactants needed to synthesize it. The reactants are: [C:1]([C:3]([C:10]([O:12][CH2:13][CH3:14])=[O:11])=[CH:4]C1OCCO1)#[N:2].Cl.[NH2:16][NH2:17].[C:18]([O-:21])(=O)[CH3:19].[Na+].C([OH:25])C.